The task is: Predict the product of the given reaction.. This data is from Forward reaction prediction with 1.9M reactions from USPTO patents (1976-2016). (1) The product is: [Cl:18][C:19]1[CH:24]=[C:23]([Cl:25])[CH:22]=[C:21]([CH3:26])[C:20]=1[S:27]([NH:14][C:12]1[CH:11]=[CH:10][CH:9]=[C:8]([CH2:7][O:6][CH2:5][C:4]2[CH:15]=[CH:16][CH:17]=[C:2]([Cl:1])[CH:3]=2)[N:13]=1)(=[O:29])=[O:28]. Given the reactants [Cl:1][C:2]1[CH:3]=[C:4]([CH:15]=[CH:16][CH:17]=1)[CH2:5][O:6][CH2:7][C:8]1[N:13]=[C:12]([NH2:14])[CH:11]=[CH:10][CH:9]=1.[Cl:18][C:19]1[CH:24]=[C:23]([Cl:25])[CH:22]=[C:21]([CH3:26])[C:20]=1[S:27](Cl)(=[O:29])=[O:28], predict the reaction product. (2) Given the reactants [C:1]([CH2:6][CH2:7][CH2:8][CH2:9][CH2:10][O:11][C:12]1[CH:13]=[C:14]2[C:18](=[CH:19][CH:20]=1)[N:17]=[C:16]([CH3:21])[C:15]2([CH3:23])[CH3:22])([O:3]CC)=[O:2].Cl, predict the reaction product. The product is: [C:1]([CH2:6][CH2:7][CH2:8][CH2:9][CH2:10][O:11][C:12]1[CH:13]=[C:14]2[C:18](=[CH:19][CH:20]=1)[N:17]=[C:16]([CH3:21])[C:15]2([CH3:23])[CH3:22])([OH:3])=[O:2]. (3) Given the reactants [NH2:1][C:2]1[C:3]([S:12][CH3:13])=[C:4]([CH:9]=[CH:10][CH:11]=1)[C:5]([O:7][CH3:8])=[O:6].Cl[C:15]1[CH:20]=[C:19]([Cl:21])[N:18]=[N:17][C:16]=1[C:22]([NH:24][CH3:25])=[O:23].C[Si]([N-][Si](C)(C)C)(C)C.[Na+], predict the reaction product. The product is: [Cl:21][C:19]1[N:18]=[N:17][C:16]([C:22](=[O:23])[NH:24][CH3:25])=[C:15]([NH:1][C:2]2[C:3]([S:12][CH3:13])=[C:4]([CH:9]=[CH:10][CH:11]=2)[C:5]([O:7][CH3:8])=[O:6])[CH:20]=1. (4) Given the reactants F[C:2]1[CH:28]=[CH:27][C:5]2[N:6]=[C:7]([C:9]3[C:10]([NH2:26])=[N:11][CH:12]=[C:13]([C:15]4[CH:16]=[N:17][N:18]([CH:20]5[CH2:25][CH2:24][NH:23][CH2:22][CH2:21]5)[CH:19]=4)[CH:14]=3)[S:8][C:4]=2[CH:3]=1.I[C:30]1SC2C=CC=C(C)C=2N=1, predict the reaction product. The product is: [CH3:30][C:27]1[C:5]2[N:6]=[C:7]([C:9]3[C:10]([NH2:26])=[N:11][CH:12]=[C:13]([C:15]4[CH:16]=[N:17][N:18]([CH:20]5[CH2:25][CH2:24][NH:23][CH2:22][CH2:21]5)[CH:19]=4)[CH:14]=3)[S:8][C:4]=2[CH:3]=[CH:2][CH:28]=1. (5) Given the reactants [H-].[H-].[H-].[H-].[Li+].[Al+3].[CH3:7][N:8]([CH3:22])[C:9]([C:11]1[NH:12][C:13]2[C:18]([CH:19]=1)=[CH:17][C:16]([O:20][CH3:21])=[CH:15][CH:14]=2)=O, predict the reaction product. The product is: [CH3:21][O:20][C:16]1[CH:17]=[C:18]2[C:13](=[CH:14][CH:15]=1)[NH:12][C:11]([CH2:9][N:8]([CH3:7])[CH3:22])=[CH:19]2. (6) Given the reactants [CH3:1][C:2]1[CH:16]=[CH:15][C:5]([O:6][C:7]2[CH:14]=[CH:13][C:10]([C:11]#[N:12])=[CH:9][CH:8]=2)=[CH:4][CH:3]=1.[H-].[Al+3].[Li+].[H-].[H-].[H-].C1COCC1.[OH-].[Na+], predict the reaction product. The product is: [CH3:1][C:2]1[CH:16]=[CH:15][C:5]([O:6][C:7]2[CH:14]=[CH:13][C:10]([CH2:11][NH2:12])=[CH:9][CH:8]=2)=[CH:4][CH:3]=1. (7) Given the reactants [CH3:1][C:2](=O)[CH2:3][CH2:4][C:5](=O)[CH3:6].[CH3:9][N:10]1[CH2:15][CH:14]=[C:13]([C:16]2[C:24]3[C:19](=[CH:20][CH:21]=[C:22]([NH2:25])[CH:23]=3)[N:18]([S:26]([C:29]3[CH:34]=[CH:33][CH:32]=[CH:31][CH:30]=3)(=[O:28])=[O:27])[CH:17]=2)[CH2:12][CH2:11]1.C(O)(=O)C, predict the reaction product. The product is: [CH3:1][C:2]1[N:25]([C:22]2[CH:23]=[C:24]3[C:19](=[CH:20][CH:21]=2)[N:18]([S:26]([C:29]2[CH:34]=[CH:33][CH:32]=[CH:31][CH:30]=2)(=[O:28])=[O:27])[CH:17]=[C:16]3[C:13]2[CH2:14][CH2:15][N:10]([CH3:9])[CH2:11][CH:12]=2)[C:5]([CH3:6])=[CH:4][CH:3]=1. (8) The product is: [N:15]([CH2:2][C:3]([NH:5][CH2:6][CH2:7][C:8]1[CH:13]=[CH:12][C:11]([OH:14])=[CH:10][CH:9]=1)=[O:4])=[N+:16]=[N-:17]. Given the reactants Cl[CH2:2][C:3]([NH:5][CH2:6][CH2:7][C:8]1[CH:13]=[CH:12][C:11]([OH:14])=[CH:10][CH:9]=1)=[O:4].[N-:15]=[N+:16]=[N-:17].[Na+], predict the reaction product. (9) Given the reactants [CH3:1][O:2][CH2:3][CH2:4][CH:5]([CH2:13][CH2:14][O:15][CH3:16])[CH:6]=[CH:7][C:8]([O:10][CH2:11][CH3:12])=[O:9].CC1C=CC(S([CH2:27][N+:28]#[C-:29])(=O)=O)=CC=1.[H-].[Na+].C(Cl)Cl, predict the reaction product. The product is: [CH2:11]([O:10][C:8]([C:7]1[C:6]([CH:5]([CH2:13][CH2:14][O:15][CH3:16])[CH2:4][CH2:3][O:2][CH3:1])=[CH:29][NH:28][CH:27]=1)=[O:9])[CH3:12].